This data is from Reaction yield outcomes from USPTO patents with 853,638 reactions. The task is: Predict the reaction yield, written as a fraction of the theoretical maximum amount of product (1.0 means a 100% yield; for example, 0.34 means a 34% yield). The reactants are [CH3:1][O:2][C:3](=[O:18])[CH:4]([NH:10][C:11]([O:13][C:14]([CH3:17])([CH3:16])[CH3:15])=[O:12])[CH2:5][S:6]([CH3:9])(=O)=O.[Br:19][C:20]1[CH:25]=[CH:24]C(S)=[CH:22][CH:21]=1.C([O-])([O-])=O.[Cs+].[Cs+].Cl. The catalyst is CN(C=O)C.C(OCC)(=O)C. The product is [CH3:1][O:2][C:3](=[O:18])[CH:4]([NH:10][C:11]([O:13][C:14]([CH3:17])([CH3:16])[CH3:15])=[O:12])[CH2:5][S:6][C:9]1[CH:24]=[CH:25][C:20]([Br:19])=[CH:21][CH:22]=1. The yield is 0.760.